From a dataset of Forward reaction prediction with 1.9M reactions from USPTO patents (1976-2016). Predict the product of the given reaction. (1) Given the reactants [NH2:1][C@@H:2]1[CH2:7][CH2:6][C@H:5]([NH:8][C:9]2[CH:14]=[C:13]([N:15]([CH3:17])[CH3:16])[N:12]=[C:11]([CH3:18])[N:10]=2)[CH2:4][CH2:3]1.CCN(CC)CC.[F:26][C:27]1[CH:35]=[CH:34][C:30]([C:31](Cl)=[O:32])=[CH:29][CH:28]=1, predict the reaction product. The product is: [CH3:16][N:15]([CH3:17])[C:13]1[N:12]=[C:11]([CH3:18])[N:10]=[C:9]([NH:8][C@@H:5]2[CH2:4][CH2:3][C@H:2]([NH:1][C:31](=[O:32])[C:30]3[CH:34]=[CH:35][C:27]([F:26])=[CH:28][CH:29]=3)[CH2:7][CH2:6]2)[CH:14]=1. (2) Given the reactants O[C:2]1[C:11]2[C:12](=[O:20])[O:13][C:14]3([CH2:19][CH2:18][O:17][CH2:16][CH2:15]3)[C:10]=2[C:9]2[C:8](=[O:21])[CH2:7][C:6]([CH3:23])([CH3:22])[CH2:5][C:4]=2[N:3]=1.O.O=P(Cl)(Cl)[Cl:27], predict the reaction product. The product is: [Cl:27][C:2]1[C:11]2[C:12](=[O:20])[O:13][C:14]3([CH2:19][CH2:18][O:17][CH2:16][CH2:15]3)[C:10]=2[C:9]2[C:8](=[O:21])[CH2:7][C:6]([CH3:23])([CH3:22])[CH2:5][C:4]=2[N:3]=1. (3) Given the reactants [C:1]1([N:7]2[C:19](=O)[C:18]3[C:17]4[CH:16]=[CH:15][CH:14]=[CH:13][C:12]=4[NH:11][CH2:10][C:9]=3[NH:8]2)[CH:6]=[CH:5][CH:4]=[CH:3][CH:2]=1.[O:21]1CCCC1.C([Li])CCC.[O:31]=[CH:32][CH2:33][CH:34]1[CH2:39][CH2:38][N:37]([C:40]([O:42][C:43]([CH3:46])([CH3:45])[CH3:44])=[O:41])[CH2:36][CH2:35]1, predict the reaction product. The product is: [OH:31][CH:32]([C:19]1[N:7]([C:1]2[CH:6]=[CH:5][CH:4]=[CH:3][CH:2]=2)[N:8]=[C:9]2[C:18]=1[C:17]1[CH:16]=[CH:15][CH:14]=[CH:13][C:12]=1[NH:11][C:10]2=[O:21])[CH2:33][CH:34]1[CH2:35][CH2:36][N:37]([C:40]([O:42][C:43]([CH3:46])([CH3:45])[CH3:44])=[O:41])[CH2:38][CH2:39]1. (4) Given the reactants Br[C:2]1[C:7]([C:8]([O:10]CC)=O)=[CH:6][N:5]=[CH:4][C:3]=1[Br:13].[C:14]([O:18][CH2:19][CH3:20])(=[O:17])[CH2:15][OH:16].[H-].[Na+].Cl, predict the reaction product. The product is: [Br:13][C:3]1[C:2]2[O:16][C:15]([C:14]([O:18][CH2:19][CH3:20])=[O:17])=[C:8]([OH:10])[C:7]=2[CH:6]=[N:5][CH:4]=1. (5) Given the reactants [NH2:1][C@:2]12[CH2:37][CH2:36][C@@H:35]([C:38]([CH3:40])=[CH2:39])[C@@H:3]1[C@@H:4]1[C@@:17]([CH3:20])([CH2:18][CH2:19]2)[C@@:16]2([CH3:21])[C@@H:7]([C@:8]3([CH3:34])[C@@H:13]([CH2:14][CH2:15]2)[C:12]([CH3:23])([CH3:22])[C:11]([C:24]2[CH:33]=[CH:32][C:27]([C:28]([O:30]C)=[O:29])=[CH:26][CH:25]=2)=[CH:10][CH2:9]3)[CH2:6][CH2:5]1.CN(C)CCC(N[C@]12CC[C@@H](C(C)=C)[C@@H]1[C@@H]1[C@@](C)(CC2)[C@@]2(C)[C@@H]([C@]3(C)[C@@H](CC2)C(C)(C)C(C2C=CC(C(O)=O)=CC=2)=CC3)CC1)=O.[N:87]1([CH2:92][C:93]([OH:95])=O)[CH:91]=[N:90][N:89]=[N:88]1, predict the reaction product. The product is: [N:87]1([CH2:92][C:93]([NH:1][C@:2]23[CH2:37][CH2:36][C@@H:35]([C:38]([CH3:40])=[CH2:39])[C@@H:3]2[C@@H:4]2[C@@:17]([CH3:20])([CH2:18][CH2:19]3)[C@@:16]3([CH3:21])[C@@H:7]([C@:8]4([CH3:34])[C@@H:13]([CH2:14][CH2:15]3)[C:12]([CH3:23])([CH3:22])[C:11]([C:24]3[CH:25]=[CH:26][C:27]([C:28]([OH:30])=[O:29])=[CH:32][CH:33]=3)=[CH:10][CH2:9]4)[CH2:6][CH2:5]2)=[O:95])[CH:91]=[N:90][N:89]=[N:88]1. (6) Given the reactants [CH3:1][O:2][C:3]1[CH:25]=[CH:24][C:6]([CH2:7][N:8]2[CH2:14][C:13]3[CH:15]=[CH:16][C:17]([C:19](OC)=[O:20])=[CH:18][C:12]=3[O:11][CH2:10][C@@H:9]2[CH3:23])=[CH:5][CH:4]=1.[OH-:26].[Na+].[NH2:28]O, predict the reaction product. The product is: [OH:26][NH:28][C:19]([C:17]1[CH:16]=[CH:15][C:13]2[CH2:14][N:8]([CH2:7][C:6]3[CH:24]=[CH:25][C:3]([O:2][CH3:1])=[CH:4][CH:5]=3)[C@@H:9]([CH3:23])[CH2:10][O:11][C:12]=2[CH:18]=1)=[O:20].